This data is from Catalyst prediction with 721,799 reactions and 888 catalyst types from USPTO. The task is: Predict which catalyst facilitates the given reaction. (1) Reactant: [Br:1][C:2]1[CH:3]=[C:4]([OH:8])[CH:5]=[CH:6][CH:7]=1.[C:9](OC(=O)C)(=[O:11])[CH3:10].S(=O)(=O)(O)O. Product: [C:9]([O:8][C:4]1[CH:5]=[CH:6][CH:7]=[C:2]([Br:1])[CH:3]=1)(=[O:11])[CH3:10]. The catalyst class is: 27. (2) Reactant: [Cl:1][C:2]1[CH:3]=[C:4]([C:12]2[O:16][N:15]=[C:14]([C:17]([NH:19][C:20]3[CH:25]=[CH:24][C:23]([C@H:26]([NH:28]C(=O)OC(C)(C)C)[CH3:27])=[CH:22][CH:21]=3)=[O:18])[CH:13]=2)[CH:5]=[CH:6][C:7]=1[O:8][CH:9]([CH3:11])[CH3:10].C(O)(C(F)(F)F)=O. Product: [NH2:28][C@@H:26]([C:23]1[CH:24]=[CH:25][C:20]([NH:19][C:17]([C:14]2[CH:13]=[C:12]([C:4]3[CH:5]=[CH:6][C:7]([O:8][CH:9]([CH3:11])[CH3:10])=[C:2]([Cl:1])[CH:3]=3)[O:16][N:15]=2)=[O:18])=[CH:21][CH:22]=1)[CH3:27]. The catalyst class is: 2. (3) Reactant: [CH2:1]([O:3][C:4]([C:6]1[CH:7]=[N:8][CH:9]=[CH:10][C:11]=1Cl)=[O:5])[CH3:2].CC(C)([O-])C.[K+].[SH:19][CH2:20][CH2:21][C:22]([O:24][CH3:25])=[O:23]. Product: [CH2:1]([O:3][C:4]([C:6]1[CH:7]=[N:8][CH:9]=[CH:10][C:11]=1[S:19][CH2:20][CH2:21][C:22]([O:24][CH3:25])=[O:23])=[O:5])[CH3:2]. The catalyst class is: 7. (4) Reactant: Br.[NH2:2][C:3]1[N:8]2[N:9]=[CH:10][C:11]([C:12]3[CH:17]=[CH:16][C:15]([N:18]4[CH2:23][CH2:22][N:21]([CH3:24])[CH2:20][CH2:19]4)=[CH:14][CH:13]=3)=[C:7]2[N:6]=[C:5]([CH2:25]Br)[C:4]=1[C:27]1[CH:32]=[CH:31][C:30]([OH:33])=[CH:29][CH:28]=1.[CH3:34][N:35]([CH3:39])[CH2:36][CH2:37][NH2:38].C(N(C(C)C)C(C)C)C. Product: [NH2:2][C:3]1[N:8]2[N:9]=[CH:10][C:11]([C:12]3[CH:17]=[CH:16][C:15]([N:18]4[CH2:23][CH2:22][N:21]([CH3:24])[CH2:20][CH2:19]4)=[CH:14][CH:13]=3)=[C:7]2[N:6]=[C:5]([CH2:25][NH:38][CH2:37][CH2:36][N:35]([CH3:39])[CH3:34])[C:4]=1[C:27]1[CH:32]=[CH:31][C:30]([OH:33])=[CH:29][CH:28]=1. The catalyst class is: 44. (5) Reactant: [F:1][C:2]1[CH:3]=[C:4]([C:17](=O)[CH3:18])[C:5]2[N:9]=[CH:8][N:7](C3CCCCO3)[C:6]=2[CH:16]=1.CC([O-])=O.[Na+].Cl.[NH2:26][OH:27]. Product: [F:1][C:2]1[CH:3]=[C:4]([C:17](=[N:26][OH:27])[CH3:18])[C:5]2[N:9]=[CH:8][NH:7][C:6]=2[CH:16]=1. The catalyst class is: 5.